The task is: Binary Classification. Given a miRNA mature sequence and a target amino acid sequence, predict their likelihood of interaction.. This data is from Experimentally validated miRNA-target interactions with 360,000+ pairs, plus equal number of negative samples. The miRNA is hsa-miR-518c-5p with sequence UCUCUGGAGGGAAGCACUUUCUG. The protein sequence of the target gene is MAAGPISERNQDATVYVGGLDEKVSEPLLWELFLQAGPVVNTHMPKDRVTGQHQGYGFVEFLSEEDADYAIKIMNMIKLYGKPIRVNKASAHNKNLDVGANIFIGNLDPEIDEKLLYDTFSAFGVILQTPKIMRDPDTGNSKGYAFINFASFDASDAAIEAMNGQYLCNRPITVSYAFKKDSKGERHGSAAERLLAAQNPLSQADRPHQLFADAPPPPSAPNPVVSSLGSGLPPPGMPPPGSFPPPVPPPGALPPGIPPAMPPPPMPPGAAGHGPPSAGTPGAGHPGHGHSHPHPFPPGG.... Result: 0 (no interaction).